Dataset: Reaction yield outcomes from USPTO patents with 853,638 reactions. Task: Predict the reaction yield, written as a fraction of the theoretical maximum amount of product (1.0 means a 100% yield; for example, 0.34 means a 34% yield). (1) The yield is 0.990. The product is [O:1]=[C:2]1[N:10]2[C:13]([CH2:14][CH2:15][C:16]([OH:18])=[O:17])=[N:12][N:11]=[C:9]2[N:8]([CH2:19][CH2:20][CH2:21][CH2:22][CH3:23])[C:7]2[N:6]=[CH:5][NH:4][C:3]1=2. The reactants are [O:1]=[C:2]1[NH:10]/[C:9](=[N:11]\[N:12]=[CH:13]\[CH2:14][CH2:15][C:16]([OH:18])=[O:17])/[N:8]([CH2:19][CH2:20][CH2:21][CH2:22][CH3:23])[C:7]2[N:6]=[CH:5][NH:4][C:3]1=2. The catalyst is C(O)(=O)C. (2) The reactants are [Cl:1][C:2]1[C:7]2[CH:8]=[N:9][NH:10][C:6]=2[CH:5]=[C:4]([CH3:11])[N:3]=1.[CH3:12][C:13]1[CH:14]=[C:15]([CH2:25]O)[CH:16]=[N:17][C:18]=1[O:19][CH2:20][C:21]([F:24])([F:23])[F:22].C(C=P(CCCC)(CCCC)CCCC)#N. The catalyst is C1COCC1. The product is [Cl:1][C:2]1[C:7]2=[CH:8][N:9]([CH2:25][C:15]3[CH:16]=[N:17][C:18]([O:19][CH2:20][C:21]([F:24])([F:23])[F:22])=[C:13]([CH3:12])[CH:14]=3)[N:10]=[C:6]2[CH:5]=[C:4]([CH3:11])[N:3]=1. The yield is 0.400. (3) The reactants are [Cl:1][C:2]1[CH:7]=[CH:6][C:5]([C:8]2[N:12]([CH3:13])[C:11]([C:14]([O:16]C)=[O:15])=[C:10]([C:18]3[CH:23]=[CH:22][C:21]([S:24](=[O:27])(=[O:26])[NH2:25])=[CH:20][CH:19]=3)[C:9]=2[CH3:28])=[CH:4][CH:3]=1.[OH-].[Na+]. The catalyst is C(O)C.O. The product is [Cl:1][C:2]1[CH:7]=[CH:6][C:5]([C:8]2[N:12]([CH3:13])[C:11]([C:14]([OH:16])=[O:15])=[C:10]([C:18]3[CH:23]=[CH:22][C:21]([S:24](=[O:27])(=[O:26])[NH2:25])=[CH:20][CH:19]=3)[C:9]=2[CH3:28])=[CH:4][CH:3]=1. The yield is 0.844. (4) The reactants are [Br:1][C:2]1[C:11]([O:12]C)=[CH:10][CH:9]=[C:8]2[C:3]=1[CH:4]=[CH:5][C:6]([CH3:14])=[N:7]2. The catalyst is Br. The product is [Br:1][C:2]1[C:11]([OH:12])=[CH:10][CH:9]=[C:8]2[C:3]=1[CH:4]=[CH:5][C:6]([CH3:14])=[N:7]2. The yield is 0.920. (5) The reactants are [NH2:1][C:2]1[CH:7]=[CH:6][C:5]([C:8]2([C:11]([O:13][CH3:14])=[O:12])[CH2:10][CH2:9]2)=[CH:4][CH:3]=1.C1C(=O)N([Br:22])C(=O)C1.O. The catalyst is C(#N)C. The product is [NH2:1][C:2]1[CH:3]=[CH:4][C:5]([C:8]2([C:11]([O:13][CH3:14])=[O:12])[CH2:10][CH2:9]2)=[CH:6][C:7]=1[Br:22]. The yield is 0.780. (6) The reactants are [NH2:1][CH2:2][C:3]1[CH:4]=[CH:5][C:6]([CH2:11][N:12]([CH2:23][C:24]2[C:29]([CH3:30])=[CH:28][CH:27]=[CH:26][N:25]=2)[C@@H:13]2[C:22]3[C:17](=[CH:18][CH:19]=[CH:20]C=3)[CH2:16][CH2:15][CH2:14]2)=[C:7]([CH2:9][OH:10])[CH:8]=1.[C:31]1([C@H:37]([CH2:41][CH3:42])[C:38]([OH:40])=O)[CH:36]=[CH:35][CH:34]=[CH:33][CH:32]=1.CC[N:45]=C=NCCCN(C)C.C1C=CC2N(O)N=NC=2C=1.CCN(C(C)C)C(C)C. The catalyst is C(Cl)Cl. The product is [OH:10][CH2:9][C:7]1[CH:8]=[C:3]([CH:4]=[CH:5][C:6]=1[CH2:11][N:12]([CH2:23][C:24]1[C:29]([CH3:30])=[CH:28][CH:27]=[CH:26][N:25]=1)[CH:13]1[C:22]2[N:45]=[CH:20][CH:19]=[CH:18][C:17]=2[CH2:16][CH2:15][CH2:14]1)[CH2:2][NH:1][C:38](=[O:40])[CH:37]([C:31]1[CH:32]=[CH:33][CH:34]=[CH:35][CH:36]=1)[CH2:41][CH3:42]. The yield is 0.220.